This data is from Forward reaction prediction with 1.9M reactions from USPTO patents (1976-2016). The task is: Predict the product of the given reaction. (1) The product is: [C:7]([C:9]1[CH:14]=[CH:13][C:12]([CH:15]2[N:19]3[C:20]([CH:23]=[O:24])=[CH:21][N:22]=[C:18]3[CH2:17][CH2:16]2)=[CH:11][CH:10]=1)#[N:8]. Given the reactants C(Cl)(=O)C(Cl)=O.[C:7]([C:9]1[CH:14]=[CH:13][C:12]([CH:15]2[N:19]3[C:20]([CH2:23][OH:24])=[CH:21][N:22]=[C:18]3[CH2:17][CH2:16]2)=[CH:11][CH:10]=1)#[N:8].C(N(CC)CC)C.C([O-])(O)=O.[Na+], predict the reaction product. (2) Given the reactants [C:1]([Si:5]([CH3:21])([CH3:20])[O:6][CH2:7][CH2:8][N:9]1[C:17]2[C:12](=[CH:13][C:14]([CH3:19])=[C:15]([NH2:18])[CH:16]=2)[CH:11]=[CH:10]1)([CH3:4])([CH3:3])[CH3:2].[F:22][C:23]1[CH:28]=[CH:27][C:26]([C@@H:29]2[CH2:34][C:33](=[O:35])[NH:32][CH:31]=[C:30]2[C:36](Cl)=[O:37])=[CH:25][CH:24]=1, predict the reaction product. The product is: [C:1]([Si:5]([CH3:21])([CH3:20])[O:6][CH2:7][CH2:8][N:9]1[C:17]2[C:12](=[CH:13][C:14]([CH3:19])=[C:15]([NH:18][C:36]([C:30]3[C@H:29]([C:26]4[CH:27]=[CH:28][C:23]([F:22])=[CH:24][CH:25]=4)[CH2:34][C:33](=[O:35])[NH:32][CH:31]=3)=[O:37])[CH:16]=2)[CH:11]=[CH:10]1)([CH3:4])([CH3:3])[CH3:2]. (3) Given the reactants ClCC(Cl)=[O:4].Cl.[C:7]([O-:10])([OH:9])=O.[Na+].ClC([O:15][CH2:16][C:17]1[CH:22]=[CH:21][CH:20]=[CH:19][CH:18]=1)=O, predict the reaction product. The product is: [C:16]([OH:4])(=[O:15])[C:17]1[CH:22]=[CH:21][CH:20]=[C:19]([C:7]([OH:10])=[O:9])[CH:18]=1. (4) Given the reactants CO[CH:3]1[CH2:7][CH2:6][CH:5](OC)O1.[CH3:10][O:11][C:12]([C:14]1[CH:15]=[C:16]([CH3:34])[C:17]2[O:23][C:22]3[C:24]([Cl:30])=[CH:25][C:26]([CH2:28][NH2:29])=[CH:27][C:21]=3[CH2:20][S:19](=[O:32])(=[O:31])[C:18]=2[CH:33]=1)=[O:13].Cl.ClC1C=CN=CC=1, predict the reaction product. The product is: [CH3:10][O:11][C:12]([C:14]1[CH:15]=[C:16]([CH3:34])[C:17]2[O:23][C:22]3[C:24]([Cl:30])=[CH:25][C:26]([CH2:28][N:29]4[CH:3]=[CH:7][CH:6]=[CH:5]4)=[CH:27][C:21]=3[CH2:20][S:19](=[O:31])(=[O:32])[C:18]=2[CH:33]=1)=[O:13]. (5) Given the reactants [C:1]([O:4][C:5](=[O:7])[CH3:6])(=[O:3])[CH3:2].N1[CH:13]=[CH:12][CH:11]=CC=1.S(=O)(=O)(O)O.[C:19]([O-:22])(=[O:21])[CH3:20].[Na+], predict the reaction product. The product is: [C:1]([O:4][CH:5]1[O:7][C@H:12]([CH3:11])[C@@H:13]([O:4][C:1](=[O:3])[CH3:2])[C@H:6]1[O:21][C:19](=[O:22])[CH3:20])(=[O:3])[CH3:2]. (6) Given the reactants CC(C)([O-])C.[Na+].Br[C:8]1[CH:15]=[C:14]([C:16]2[C:24]3[CH2:23][C:22]([CH3:26])([CH3:25])[CH2:21][C:20](=[O:27])[C:19]=3[N:18]([CH3:28])[N:17]=2)[CH:13]=[CH:12][C:9]=1[C:10]#[N:11].[NH2:29][CH:30]1[CH2:35][CH2:34][O:33][CH2:32][CH2:31]1.C1C=CC(P(C2C(C3C(P(C4C=CC=CC=4)C4C=CC=CC=4)=CC=C4C=3C=CC=C4)=C3C(C=CC=C3)=CC=2)C2C=CC=CC=2)=CC=1, predict the reaction product. The product is: [O:33]1[CH2:34][CH2:35][CH:30]([NH:29][C:8]2[CH:15]=[C:14]([C:16]3[C:24]4[CH2:23][C:22]([CH3:26])([CH3:25])[CH2:21][C:20](=[O:27])[C:19]=4[N:18]([CH3:28])[N:17]=3)[CH:13]=[CH:12][C:9]=2[C:10]#[N:11])[CH2:31][CH2:32]1. (7) Given the reactants [Cl:1][C:2]1[CH:3]=[C:4]2[C:9](=[CH:10][CH:11]=1)[N:8]=[C:7]([O:12][CH3:13])[C:6]([NH:14][C:15](=[O:19])OCC)=[N:5]2.[C:20]([C:22]1[CH:27]=[CH:26][CH:25]=[CH:24][C:23]=1[N:28]1[CH2:33][CH2:32][NH:31][CH2:30][CH2:29]1)#[N:21], predict the reaction product. The product is: [Cl:1][C:2]1[CH:3]=[C:4]2[C:9](=[CH:10][CH:11]=1)[N:8]=[C:7]([O:12][CH3:13])[C:6]([NH:14][C:15]([N:31]1[CH2:30][CH2:29][N:28]([C:23]3[CH:24]=[CH:25][CH:26]=[CH:27][C:22]=3[C:20]#[N:21])[CH2:33][CH2:32]1)=[O:19])=[N:5]2. (8) Given the reactants [C:1]([OH:7])(=O)[CH2:2][CH2:3][CH:4]=[CH2:5].ClC([O:11][CH2:12][CH:13]([CH3:15])C)=O.[CH2:16](N(CC)CC)[CH3:17].[CH:23]([N:26]([CH:45]([CH3:47])[CH3:46])[CH2:27][CH2:28][CH:29]([C:36]1[CH:41]=[C:40]([CH2:42][OH:43])[CH:39]=[CH:38][C:37]=1[OH:44])[C:30]1[CH:35]=[CH:34][CH:33]=[CH:32][CH:31]=1)([CH3:25])[CH3:24], predict the reaction product. The product is: [CH:45]([N:26]([CH:23]([CH3:25])[CH3:24])[CH2:27][CH2:28][CH:29]([C:36]1[CH:41]=[C:40]([CH2:42][O:43][C:12](=[O:11])[CH2:13][CH2:15][CH:16]=[CH2:17])[CH:39]=[CH:38][C:37]=1[O:44][C:1](=[O:7])[CH2:2][CH2:3][CH:4]=[CH2:5])[C:30]1[CH:35]=[CH:34][CH:33]=[CH:32][CH:31]=1)([CH3:47])[CH3:46]. (9) Given the reactants [F:1][C:2]1[CH:7]=[CH:6][C:5]([N:8]2[C:16]3[CH:15]=[CH:14][CH:13]=[C:12]([C:17]([NH:19][CH2:20][C:21]4[CH:22]=[C:23]([CH:27]=[CH:28][CH:29]=4)[C:24](O)=[O:25])=[O:18])[C:11]=3[CH:10]=[N:9]2)=[CH:4][CH:3]=1.C[CH2:31][N:32](CC)CC.C1CN([P+](ON2N=NC3C=CC=CC2=3)(N2CCCC2)N2CCCC2)CC1.F[P-](F)(F)(F)(F)F.Cl.CN, predict the reaction product. The product is: [CH3:31][NH:32][C:24]([C:23]1[CH:22]=[C:21]([CH:29]=[CH:28][CH:27]=1)[CH2:20][NH:19][C:17]([C:12]1[C:11]2[CH:10]=[N:9][N:8]([C:5]3[CH:4]=[CH:3][C:2]([F:1])=[CH:7][CH:6]=3)[C:16]=2[CH:15]=[CH:14][CH:13]=1)=[O:18])=[O:25].